Dataset: Full USPTO retrosynthesis dataset with 1.9M reactions from patents (1976-2016). Task: Predict the reactants needed to synthesize the given product. (1) Given the product [NH2:9][C:10]1[N:15]=[CH:14][N:13]=[C:12]2[N:16]([CH:34]3[CH2:35][CH2:36][N:37]([C:40]([O:42][C:43]([CH3:46])([CH3:45])[CH3:44])=[O:41])[CH2:38][CH2:39]3)[N:17]=[C:18]([C:19]3[CH:20]=[CH:21][C:22]([NH:25][CH:26]4[CH2:2][O:33][C:28]5[CH:29]=[CH:30][CH:31]=[CH:32][C:27]4=5)=[CH:23][CH:24]=3)[C:11]=12, predict the reactants needed to synthesize it. The reactants are: [I-].[CH3:2][S+](C)(C)=O.[H-].[Na+].[NH2:9][C:10]1[N:15]=[CH:14][N:13]=[C:12]2[N:16]([CH:34]3[CH2:39][CH2:38][N:37]([C:40]([O:42][C:43]([CH3:46])([CH3:45])[CH3:44])=[O:41])[CH2:36][CH2:35]3)[N:17]=[C:18]([C:19]3[CH:24]=[CH:23][C:22]([N:25]=[CH:26][C:27]4[CH:32]=[CH:31][CH:30]=[CH:29][C:28]=4[OH:33])=[CH:21][CH:20]=3)[C:11]=12. (2) Given the product [NH:34]1[CH2:35][CH2:36][CH2:37][C@H:33]1[C:31]1[NH:32][C:28]2[CH:27]=[CH:26][C:25]([C:20]3[CH:21]=[C:22]4[C:17](=[CH:18][CH:19]=3)[CH:16]=[C:15]([C:12]3[CH:13]=[CH:14][C:8]5[NH:7][C:6]([C@@H:2]6[CH2:3][CH2:4][CH2:5][N:1]6[C:46]([O:48][C:49]([CH3:52])([CH3:51])[CH3:50])=[O:47])=[N:10][C:9]=5[CH:11]=3)[CH:24]=[CH:23]4)=[CH:38][C:29]=2[N:30]=1, predict the reactants needed to synthesize it. The reactants are: [NH:1]1[CH2:5][CH2:4][CH2:3][C@H:2]1[C:6]1[NH:10][C:9]2[CH:11]=[C:12]([C:15]3[CH:24]=[CH:23][C:22]4[C:17](=[CH:18][CH:19]=[C:20]([C:25]5[CH:26]=[CH:27][C:28]6[N:32]=[C:31]([C@@H:33]7[CH2:37][CH2:36][CH2:35][NH:34]7)[NH:30][C:29]=6[CH:38]=5)[CH:21]=4)[CH:16]=3)[CH:13]=[CH:14][C:8]=2[N:7]=1.C(N(CC)CC)C.[C:46](O[C:46]([O:48][C:49]([CH3:52])([CH3:51])[CH3:50])=[O:47])([O:48][C:49]([CH3:52])([CH3:51])[CH3:50])=[O:47]. (3) Given the product [C:44]([O:8][C@@H:7]1[C@@H:6]([CH2:9][O:10][Si:11]([O:22][CH:23]([C:24]2[CH:29]=[CH:28][CH:27]=[CH:26][CH:25]=2)[C:30]2[CH:35]=[CH:34][CH:33]=[CH:32][CH:31]=2)([O:12][Si:13]([CH3:14])([CH3:15])[CH3:16])[O:17][Si:18]([CH3:21])([CH3:20])[CH3:19])[O:5][C@@H:4]([N:36]2[CH:43]=[CH:42][C:40](=[O:41])[NH:39][C:37]2=[O:38])[C@@H:3]1[O:2][CH3:1])(=[O:46])[CH3:45], predict the reactants needed to synthesize it. The reactants are: [CH3:1][O:2][C@@H:3]1[C@H:7]([OH:8])[C@@H:6]([CH2:9][O:10][Si:11]([O:22][CH:23]([C:30]2[CH:35]=[CH:34][CH:33]=[CH:32][CH:31]=2)[C:24]2[CH:29]=[CH:28][CH:27]=[CH:26][CH:25]=2)([O:17][Si:18]([CH3:21])([CH3:20])[CH3:19])[O:12][Si:13]([CH3:16])([CH3:15])[CH3:14])[O:5][C@H:4]1[N:36]1[CH:43]=[CH:42][C:40](=[O:41])[NH:39][C:37]1=[O:38].[C:44](OC(=O)C)(=[O:46])[CH3:45]. (4) Given the product [C:15]1([S:12]([C:8]2[CH:9]=[N:10][C:11]3[C:6]([CH:7]=2)=[CH:5][CH:4]=[CH:3][C:2]=3[NH:34][CH2:33][C:29]2[CH:28]=[N:27][CH:32]=[CH:31][CH:30]=2)(=[O:14])=[O:13])[CH:20]=[CH:19][CH:18]=[CH:17][CH:16]=1, predict the reactants needed to synthesize it. The reactants are: F[C:2]1[CH:3]=[CH:4][CH:5]=[C:6]2[C:11]=1[N:10]=[CH:9][C:8]([S:12]([C:15]1[CH:20]=[CH:19][CH:18]=[CH:17][CH:16]=1)(=[O:14])=[O:13])=[CH:7]2.C(=O)([O-])[O-].[K+].[K+].[N:27]1[CH:32]=[CH:31][CH:30]=[C:29]([CH2:33][NH2:34])[CH:28]=1. (5) Given the product [O:26]=[S:23]1(=[O:27])[CH2:24][CH2:25][N:20]([C:2]2[C:10]3[N:9]4[CH2:11][CH2:12][CH2:13][NH:14][C:15](=[O:16])[C:8]4=[C:7]([CH3:17])[C:6]=3[CH:5]=[C:4]([C:18]#[N:19])[CH:3]=2)[CH2:21][CH2:22]1, predict the reactants needed to synthesize it. The reactants are: Br[C:2]1[C:10]2[N:9]3[CH2:11][CH2:12][CH2:13][NH:14][C:15](=[O:16])[C:8]3=[C:7]([CH3:17])[C:6]=2[CH:5]=[C:4]([C:18]#[N:19])[CH:3]=1.[NH:20]1[CH2:25][CH2:24][S:23](=[O:27])(=[O:26])[CH2:22][CH2:21]1.